Dataset: NCI-60 drug combinations with 297,098 pairs across 59 cell lines. Task: Regression. Given two drug SMILES strings and cell line genomic features, predict the synergy score measuring deviation from expected non-interaction effect. Drug 1: CCCS(=O)(=O)NC1=C(C(=C(C=C1)F)C(=O)C2=CNC3=C2C=C(C=N3)C4=CC=C(C=C4)Cl)F. Drug 2: C1=CC(=C2C(=C1NCCNCCO)C(=O)C3=C(C=CC(=C3C2=O)O)O)NCCNCCO. Cell line: DU-145. Synergy scores: CSS=71.8, Synergy_ZIP=19.8, Synergy_Bliss=17.1, Synergy_Loewe=-28.5, Synergy_HSA=15.1.